This data is from Reaction yield outcomes from USPTO patents with 853,638 reactions. The task is: Predict the reaction yield, written as a fraction of the theoretical maximum amount of product (1.0 means a 100% yield; for example, 0.34 means a 34% yield). The catalyst is CC1C=CC(S(O)(=O)=O)=CC=1. The product is [CH2:22]([O:3][C:2]([O:14][CH2:8][CH2:9][CH2:10][CH2:11][CH2:12][CH3:13])([CH3:4])[C:1]([O:6][CH2:7][CH2:8][CH2:9][CH2:10][CH2:11][CH3:12])=[O:5])[CH2:16][CH2:21][CH2:20][CH2:19][CH3:18]. The yield is 0.840. The reactants are [C:1]([O:6][CH3:7])(=[O:5])[C:2]([CH3:4])=[O:3].[CH2:8]([OH:14])[CH2:9][CH2:10][CH2:11][CH2:12][CH3:13].O.[C:16]1([CH3:22])[CH:21]=[CH:20][CH:19]=[CH:18]C=1.